This data is from Full USPTO retrosynthesis dataset with 1.9M reactions from patents (1976-2016). The task is: Predict the reactants needed to synthesize the given product. (1) Given the product [OH:92][CH2:88][CH2:87][O:86][C:83]1[CH:82]=[CH:81][C:23]([C@H:20]2[NH:19][C:18](=[O:28])[N:17]([C@@:13]([C:11]3[NH:12][C:8]([C:5]4[CH:6]=[CH:7][C:2]([I:1])=[CH:3][CH:4]=4)=[CH:9][N:10]=3)([CH3:59])[CH2:47][C:50]3[CH:51]=[CH:52][CH:53]=[CH:54][CH:55]=3)[C:21]2=[O:22])=[CH:24][CH:84]=1, predict the reactants needed to synthesize it. The reactants are: [I:1][C:2]1[CH:7]=[CH:6][C:5]([C:8]2[NH:12][C:11]([C@@H:13]([N:17]3[C:21](=[O:22])[C@@H:20]([CH2:23][CH2:24]C(O)=O)[NH:19][C:18]3=[O:28])C(C)C)=[N:10][CH:9]=2)=[CH:4][CH:3]=1.C(OC(=O)N[C@H](C1N[C:47]([C:50]2[CH:55]=[CH:54][CH:53]=[CH:52][C:51]=2F)=CN=1)[C@H:47]([C:50]1[CH:55]=[CH:54][CH:53]=[CH:52][CH:51]=1)C)(C)(C)C.I[C:59]1C=CC(C(=O)C)=CC=1.C(OC(N[C@H](C1C=[CH:84][C:83]([O:86][CH2:87][C:88](=[O:92])N(C)C)=[CH:82][CH:81]=1)C(O)=O)=O)(C)(C)C.ClN1C(=O)CCC1=O. (2) Given the product [F:1][C:2]1[CH:7]=[CH:6][C:5]([N:8]2[C:16]3[C:11](=[CH:12][C:13]([C:17]4([C:30]5[CH:35]=[CH:34][CH:33]=[CH:32][CH:31]=5)[CH2:41][CH:40]4[C:39]#[N:42])=[CH:14][CH:15]=3)[CH:10]=[N:9]2)=[CH:4][CH:3]=1, predict the reactants needed to synthesize it. The reactants are: [F:1][C:2]1[CH:7]=[CH:6][C:5]([N:8]2[C:16]3[C:11](=[CH:12][C:13]([C:17]([C:30]4[CH:35]=[CH:34][CH:33]=[CH:32][CH:31]=4)=NNS(C4C=CC(C)=CC=4)(=O)=O)=[CH:14][CH:15]=3)[CH:10]=[N:9]2)=[CH:4][CH:3]=1.[OH-].[Na+].Cl.[C:39](#[N:42])[CH:40]=[CH2:41]. (3) The reactants are: [CH2:1]([CH:3]([CH2:19][CH3:20])[CH:4]([N:14]1[CH:18]=[CH:17][N:16]=[CH:15]1)[C:5]1[CH:10]=[CH:9][C:8]([N:11]=[C:12]=[S:13])=[CH:7][CH:6]=1)[CH3:2].[S:21]1[C:25]2[CH:26]=[CH:27][CH:28]=[CH:29][C:24]=2[N:23]=[C:22]1[NH2:30]. Given the product [S:21]1[C:25]2[CH:26]=[CH:27][CH:28]=[CH:29][C:24]=2[N:23]=[C:22]1[NH:30][C:12]([NH:11][C:8]1[CH:7]=[CH:6][C:5]([CH:4]([N:14]2[CH:18]=[CH:17][N:16]=[CH:15]2)[CH:3]([CH2:1][CH3:2])[CH2:19][CH3:20])=[CH:10][CH:9]=1)=[S:13], predict the reactants needed to synthesize it.